Dataset: Reaction yield outcomes from USPTO patents with 853,638 reactions. Task: Predict the reaction yield, written as a fraction of the theoretical maximum amount of product (1.0 means a 100% yield; for example, 0.34 means a 34% yield). (1) The product is [C:21]([O:20][C:19](=[O:25])[NH:18][CH:15]1[CH2:14][CH2:13][CH:12]([CH2:11][NH:10][C:3]2[C:2]([Cl:1])=[CH:7][N:6]=[C:5]([Cl:8])[N:4]=2)[CH2:17][CH2:16]1)([CH3:24])([CH3:22])[CH3:23]. The reactants are [Cl:1][C:2]1[C:3](Cl)=[N:4][C:5]([Cl:8])=[N:6][CH:7]=1.[NH2:10][CH2:11][C@H:12]1[CH2:17][CH2:16][C@H:15]([NH:18][C:19](=[O:25])[O:20][C:21]([CH3:24])([CH3:23])[CH3:22])[CH2:14][CH2:13]1.CCN(C(C)C)C(C)C. The yield is 0.990. The catalyst is CCO. (2) The reactants are [N+:1]([C:4]1[CH:12]=[CH:11][CH:10]=[C:9]2[C:5]=1[CH:6]=[N:7][NH:8]2)([O-])=O. The yield is 0.700. The catalyst is [Pd].CCO. The product is [NH2:1][C:4]1[CH:12]=[CH:11][CH:10]=[C:9]2[C:5]=1[CH:6]=[N:7][NH:8]2. (3) The product is [O:31]=[S:27]1(=[O:30])[CH2:26][CH:25]=[C:24]([C:22]2[S:23][C:19]([C:4]3[CH:5]=[C:6]([NH:8][C:9]4[N:14]=[C:13]([C:15]([F:18])([F:17])[F:16])[CH:12]=[CH:11][N:10]=4)[CH:7]=[C:2]([CH3:1])[CH:3]=3)=[CH:20][N:21]=2)[CH2:29][CH2:28]1. The yield is 0.910. The reactants are [CH3:1][C:2]1[CH:3]=[C:4]([C:19]2[S:23][C:22]([C:24]3(O)[CH2:29][CH2:28][S:27](=[O:31])(=[O:30])[CH2:26][CH2:25]3)=[N:21][CH:20]=2)[CH:5]=[C:6]([NH:8][C:9]2[N:14]=[C:13]([C:15]([F:18])([F:17])[F:16])[CH:12]=[CH:11][N:10]=2)[CH:7]=1.CS(O)(=O)=O.O=P12OP3(OP(OP(O3)(O1)=O)(=O)O2)=O.C([O-])(O)=O.[Na+]. The catalyst is O. (4) The reactants are O[C:2]1[CH:3]=[C:4]([CH:11]=[CH:12][CH:13]=1)[C:5]([O:7][CH2:8][CH:9]=[CH2:10])=[O:6].[CH2:14]([O:21][C:22]1[CH:23]=[C:24]([CH:28]=[C:29]([O:39][CH2:40][C:41]2[CH:46]=[CH:45][CH:44]=[CH:43][CH:42]=2)[C:30]=1[O:31][CH2:32][C:33]1[CH:38]=[CH:37][CH:36]=[CH:35][CH:34]=1)[C:25]([OH:27])=[O:26])[C:15]1[CH:20]=[CH:19][CH:18]=[CH:17][CH:16]=1.CCN=C=NCCCN(C)C.Cl. The catalyst is CN(C1C=CN=CC=1)C.C(Cl)Cl. The product is [CH2:14]([O:21][C:22]1[CH:23]=[C:24]([CH:28]=[C:29]([O:39][CH2:40][C:41]2[CH:46]=[CH:45][CH:44]=[CH:43][CH:42]=2)[C:30]=1[O:31][CH2:32][C:33]1[CH:34]=[CH:35][CH:36]=[CH:37][CH:38]=1)[C:25]([O:27][C:12]1[CH:13]=[CH:2][CH:3]=[C:4]([C:5]([O:7][CH2:8][CH:9]=[CH2:10])=[O:6])[CH:11]=1)=[O:26])[C:15]1[CH:16]=[CH:17][CH:18]=[CH:19][CH:20]=1. The yield is 0.990. (5) The reactants are N12CCCN=C1CCCCC2.[Cl:12][C:13]1[CH:18]=[CH:17][C:16]([C:19](=[CH2:24])[C:20]([O:22][CH3:23])=[O:21])=[CH:15][CH:14]=1.[N+:25]([CH:28]([CH3:30])[CH3:29])([O-:27])=[O:26]. The catalyst is CC#N. The product is [Cl:12][C:13]1[CH:14]=[CH:15][C:16]([CH:19]([CH2:24][C:28]([CH3:30])([N+:25]([O-:27])=[O:26])[CH3:29])[C:20]([O:22][CH3:23])=[O:21])=[CH:17][CH:18]=1. The yield is 0.987. (6) The reactants are Cl[CH2:2][CH2:3][CH2:4][N:5]1[C:14]2[C:9](=[CH:10][C:11]([CH3:15])=[CH:12][CH:13]=2)[CH2:8][CH2:7][C:6]1=[O:16].[CH2:17]([CH:21]1[CH2:26][CH2:25][NH:24][CH2:23][CH2:22]1)[CH2:18][CH2:19][CH3:20].C([O-])([O-])=O.[K+].[K+]. The catalyst is CC#N. The product is [CH2:17]([CH:21]1[CH2:26][CH2:25][N:24]([CH2:2][CH2:3][CH2:4][N:5]2[C:14]3[C:9](=[CH:10][C:11]([CH3:15])=[CH:12][CH:13]=3)[CH2:8][CH2:7][C:6]2=[O:16])[CH2:23][CH2:22]1)[CH2:18][CH2:19][CH3:20]. The yield is 0.410. (7) The reactants are C(OC(=O)[N:7]([CH2:18][C:19]1[CH:24]=[CH:23][C:22]([C:25]([CH3:28])([CH3:27])[CH3:26])=[CH:21][CH:20]=1)[CH2:8][CH2:9][C:10]1[CH:15]=[CH:14][CH:13]=[C:12]([CH2:16][CH3:17])[CH:11]=1)(C)(C)C.FC(F)(F)C(O)=O.[OH-].[Na+]. The catalyst is C(Cl)Cl. The product is [C:25]([C:22]1[CH:23]=[CH:24][C:19]([CH2:18][NH:7][CH2:8][CH2:9][C:10]2[CH:15]=[CH:14][CH:13]=[C:12]([CH2:16][CH3:17])[CH:11]=2)=[CH:20][CH:21]=1)([CH3:27])([CH3:26])[CH3:28]. The yield is 0.920.